Dataset: Retrosynthesis with 50K atom-mapped reactions and 10 reaction types from USPTO. Task: Predict the reactants needed to synthesize the given product. (1) Given the product O=C(O)C(CO)c1ccc(Nc2ncc(-c3ccc(OC(F)F)cc3)cn2)cc1, predict the reactants needed to synthesize it. The reactants are: CCOC(=O)C(CO)c1ccc(Nc2ncc(-c3ccc(OC(F)F)cc3)cn2)cc1. (2) Given the product NC1=NC2(CO1)c1cc(-c3cccnc3F)ccc1O[C@H]1CCN(C(=O)OCc3ccccc3)C[C@@H]12, predict the reactants needed to synthesize it. The reactants are: NC1=NC2(CO1)c1cc(Br)ccc1O[C@H]1CCN(C(=O)OCc3ccccc3)C[C@@H]12.OB(O)c1cccnc1F. (3) Given the product CC(C)NC(=O)C(C#N)=Cc1ccc2cn[nH]c2c1, predict the reactants needed to synthesize it. The reactants are: CC(C)NC(=O)CC#N.O=Cc1ccc2cn[nH]c2c1. (4) Given the product CC(C)OC(=O)N1CCC(Oc2ccc(-c3ccc(C[C@H](N)C(=O)N4CCC(F)(F)C4)c(F)c3)cn2)CC1, predict the reactants needed to synthesize it. The reactants are: CC(C)OC(=O)N1CCC(Oc2ccc(-c3ccc(C[C@H](NC(=O)OC(C)(C)C)C(=O)N4CCC(F)(F)C4)c(F)c3)cn2)CC1. (5) Given the product OC(CCl)c1ncc(-c2ccccn2)o1, predict the reactants needed to synthesize it. The reactants are: O=C(CCl)c1ncc(-c2ccccn2)o1. (6) Given the product CN(C)CCN1CCCc2ccccc21, predict the reactants needed to synthesize it. The reactants are: CN(C)CCN1C(=O)CCc2ccccc21.